Dataset: Experimentally validated miRNA-target interactions with 360,000+ pairs, plus equal number of negative samples. Task: Binary Classification. Given a miRNA mature sequence and a target amino acid sequence, predict their likelihood of interaction. (1) The miRNA is hsa-miR-6499-3p with sequence AGCAGUGUUUGUUUUGCCCACA. The protein sequence of the target gene is MAELNTHVNVKEKIYAVRSVVPNKSNNEIVLVLQQFDFNVDKAVQAFVDGSAIQVLKEWNMTGKKKNNKRKRSKSKQHQGNKDAKDKVERPEAGPLQPQPPQIQNGPMNGCEKDSSSTDSANEKPALIPREKKISILEEPSKALRGVTEGNRLLQQKLSLDGNPKPIHGTTERSDGLQWSAEQPCNPSKPKAKTSPVKSNTPAAHLEIKPDELAKKRGPNIEKSVKDLQRCTVSLTRYRVMIKEEVDSSVKKIKAAFAELHNCIIDKEVSLMAEMDKVKEEAMEILTARQKKAEELKRLT.... Result: 1 (interaction). (2) The protein sequence of the target gene is MSSENKEQHDLSPRDLPEEAFGFPSELPLETQRRSGTDLRQSETGHGRRAFRRIHMELREKPDTDIKQFVIRELQKSCQCSAAKVRDGAFDFFPVLRWLPKYDLKKNILGDVMSGLIVGILLVPQSIAYSLLAGQEPIYGLYTSFFASIIYFLFGTSRHISVGIFGILCLMIGEVVDRELHKACPDTDATSSSIAVFSSGCVVVNHTLDGLCDKSCYAIKIGSTVTFMAGVYQVAMGFFQVGFVSVYLSDALLSGFVTGASFTILTSQAKYLLGLSLPRSHGVGSVITTWIHIFRNIRNT.... The miRNA is cel-miR-355-5p with sequence UUUGUUUUAGCCUGAGCUAUG. Result: 0 (no interaction). (3) The miRNA is hsa-miR-6739-3p with sequence AUUGUUCUGUCUUUCUCCCAG. The protein sequence of the target gene is MPLTGVEPARMNRKKGDKGFESPRPYKLTHQVVCINNINFQRKSVVGFVELTIFPTVANLNRIKLNSKQCRIYRVRINDLEAAFIYNDPTLEVCHSESKQRNLNYFSNAYAAAVSAVDPDAGNGELCIKVPSELWKHVDELKVLKIHINFSLDQPKGGLHFVVPSVEGSMAERGAHVFSCGYQNSTRFWFPCVDSYSELCTWKLEFTVDAAMVAVSNGDLVETVYTHDMRKKTFHYMLTIPTAASNISLAIGPFEILVDPYMHEVTHFCLPQLLPLLKHTTSYLHEVFEFYEEILTCRYP.... Result: 1 (interaction). (4) The miRNA is rno-miR-107-3p with sequence AGCAGCAUUGUACAGGGCUAUCA. The protein sequence of the target gene is MLMPLCGLLWWWWCCCSGWYCYGLCAPAPQMLRHQGLLKCRCRMLFNDLKVFLLRRPPQAPLPMHGDPQPPGLAANNTLPALGAGGWAGWRGPREVVGREPPPVPPPPPLPPSSVEDDWGGPATEPPASLLSSASSDDFCKEKTEDRYSLGSSLDSGMRTPLCRICFQGPEQGELLSPCRCDGSVKCTHQPCLIKWISERGCWSCELCYYKYHVIAISTKNPLQWQAISLTVIEKVQVAAAILGSLFLIASISWLIWSTFSPSARWQRQDLLFQICYGMYGFMDVVCIGLIIHEGPSVYR.... Result: 0 (no interaction).